From a dataset of Reaction yield outcomes from USPTO patents with 853,638 reactions. Predict the reaction yield, written as a fraction of the theoretical maximum amount of product (1.0 means a 100% yield; for example, 0.34 means a 34% yield). (1) The reactants are C([N:3]1[C:9]2[N:10]=[CH:11][C:12]([CH2:14][CH2:15][O:16][C:17]3[CH:25]=[CH:24][C:20]([C:21](Cl)=[O:22])=[CH:19][C:18]=3[CH3:26])=[CH:13][C:8]=2[C:7](=[O:27])[N:6]([CH3:28])[C:5]2[CH:29]=[CH:30][CH:31]=[N:32][C:4]1=2)C.[NH2:33][C:34]1[CH:43]=[CH:42][C:37]([C:38]([O:40][CH3:41])=[O:39])=[CH:36][CH:35]=1.[CH3:44][CH2:45]N(CC)CC. The catalyst is C(Cl)Cl.CCOC(C)=O. The product is [CH2:44]([N:32]1[C:4]2[NH:3][C:9]3[N:10]=[CH:11][C:12]([CH2:14][CH2:15][O:16][C:17]4[CH:25]=[CH:24][C:20]([C:21]([NH:33][C:34]5[CH:35]=[CH:36][C:37]([C:38]([O:40][CH3:41])=[O:39])=[CH:42][CH:43]=5)=[O:22])=[CH:19][C:18]=4[CH3:26])=[CH:13][C:8]=3[C:7](=[O:27])[N:6]([CH3:28])[C:5]=2[CH:29]=[CH:30][CH2:31]1)[CH3:45]. The yield is 0.760. (2) The reactants are [Cl:1][C:2]1[CH:3]=[C:4]2[C:9](=[CH:10][CH:11]=1)[N:8]=[C:7]([N:12]1[CH2:17][CH2:16][NH:15][CH2:14][CH2:13]1)[N:6]=[C:5]2[NH:18][NH2:19].Cl.[N:21]([O-])=O.[Na+]. The catalyst is O. The product is [Cl:1][C:2]1[CH:11]=[CH:10][C:9]2[N:8]=[C:7]([N:12]3[CH2:17][CH2:16][NH:15][CH2:14][CH2:13]3)[N:6]3[N:21]=[N:19][N:18]=[C:5]3[C:4]=2[CH:3]=1. The yield is 0.400.